From a dataset of Full USPTO retrosynthesis dataset with 1.9M reactions from patents (1976-2016). Predict the reactants needed to synthesize the given product. (1) Given the product [O:17]1[CH2:18][CH2:19][O:20][CH:16]1[CH2:15][N:1]1[C:10]2[C:5](=[CH:6][N:7]=[CH:8][CH:9]=2)[CH:4]=[CH:3][C:2]1=[O:11], predict the reactants needed to synthesize it. The reactants are: [NH:1]1[C:10]2[C:5](=[CH:6][N:7]=[CH:8][CH:9]=2)[CH:4]=[CH:3][C:2]1=[O:11].[H-].[Na+].Br[CH2:15][CH:16]1[O:20][CH2:19][CH2:18][O:17]1.O. (2) Given the product [NH2:41][C:37]1[N:38]=[CH:39][N:40]=[C:35]([O:34][C:33]2[CH:32]=[C:31]([NH:30][C:1](=[O:4])[CH:2]=[CH2:3])[CH:57]=[CH:56][CH:55]=2)[C:36]=1[C:42]1[CH:43]=[CH:44][C:45]([O:48][C:49]2[CH:54]=[CH:53][CH:52]=[CH:51][CH:50]=2)=[CH:46][CH:47]=1, predict the reactants needed to synthesize it. The reactants are: [C:1](O)(=[O:4])[CH:2]=[CH2:3].O=C1N(P(Cl)(N2CCOC2=O)=O)CCO1.C(N(CC)C(C)C)(C)C.[NH2:30][C:31]1[CH:32]=[C:33]([CH:55]=[CH:56][CH:57]=1)[O:34][C:35]1[N:40]=[CH:39][N:38]=[C:37]([NH2:41])[C:36]=1[C:42]1[CH:47]=[CH:46][C:45]([O:48][C:49]2[CH:54]=[CH:53][CH:52]=[CH:51][CH:50]=2)=[CH:44][CH:43]=1. (3) The reactants are: I[C:2]1[CH:11]=[CH:10][CH:9]=[C:8]2[C:3]=1[C:4](=[O:15])[N:5]([CH3:14])[C:6](=[O:13])[N:7]2[CH3:12].[F-].[Cs+].[CH2:18](B1OC(C)(C)C(C)(C)O1)[CH:19]=[CH2:20]. Given the product [CH2:20]([C:2]1[CH:11]=[CH:10][CH:9]=[C:8]2[C:3]=1[C:4](=[O:15])[N:5]([CH3:14])[C:6](=[O:13])[N:7]2[CH3:12])[CH:19]=[CH2:18], predict the reactants needed to synthesize it.